The task is: Predict which catalyst facilitates the given reaction.. This data is from Catalyst prediction with 721,799 reactions and 888 catalyst types from USPTO. (1) Reactant: [OH-].[Li+].[Br:3][C:4]1[CH:5]=[CH:6][C:7]([O:21][CH2:22][C:23]2[CH:28]=[CH:27][CH:26]=[C:25]([Cl:29])[CH:24]=2)=[C:8]([CH:20]=1)[C:9]([O:11]CC1C=CC=C(Cl)C=1)=[O:10]. Product: [Br:3][C:4]1[CH:5]=[CH:6][C:7]([O:21][CH2:22][C:23]2[CH:28]=[CH:27][CH:26]=[C:25]([Cl:29])[CH:24]=2)=[C:8]([CH:20]=1)[C:9]([OH:11])=[O:10]. The catalyst class is: 90. (2) Reactant: C([O:4][CH:5]=[CH2:6])(=O)C.[NH2:7][CH2:8][CH2:9][CH2:10][NH:11][C:12](=[O:18])[O:13][C:14]([CH3:17])([CH3:16])[CH3:15].ON1[C:24]2C=CC=C[C:23]=2N=N1.CCN=C=NCCCN(C)C. Product: [C:14]([O:13][C:12](=[O:18])[NH:11][CH2:10][CH2:9][CH2:8][NH:7][C:5](=[O:6])[CH2:4][CH:23]=[CH2:24])([CH3:15])([CH3:17])[CH3:16]. The catalyst class is: 408. (3) Reactant: [C:1]([C:3]1[CH:4]=[C:5]([N:9]2[C:14]3[N:15]=[C:16]([NH:19][C:20]4[CH:21]=[C:22]([CH2:26][CH2:27][O:28]C(=O)C)[CH:23]=[CH:24][CH:25]=4)[N:17]=[CH:18][C:13]=3[CH:12]([CH3:32])[N:11]([C:33]3[CH:38]=[CH:37][C:36]([O:39][CH3:40])=[CH:35][CH:34]=3)[C:10]2=[O:41])[CH:6]=[CH:7][CH:8]=1)#[N:2].C(=O)([O-])[O-].[K+].[K+]. Product: [OH:28][CH2:27][CH2:26][C:22]1[CH:21]=[C:20]([NH:19][C:16]2[N:15]=[C:14]3[N:9]([C:5]4[CH:4]=[C:3]([CH:8]=[CH:7][CH:6]=4)[C:1]#[N:2])[C:10](=[O:41])[N:11]([C:33]4[CH:38]=[CH:37][C:36]([O:39][CH3:40])=[CH:35][CH:34]=4)[CH:12]([CH3:32])[C:13]3=[CH:18][N:17]=2)[CH:25]=[CH:24][CH:23]=1. The catalyst class is: 24. (4) Reactant: [C:1]([C:4]1[C:9]2[NH:10][C:11]3[C:16]([C:8]=2[C:7]([C:27]2[C:28]([CH3:45])=[C:29]([NH:33][CH2:34][C:35]4[CH:43]=[CH:42][C:41]([Cl:44])=[CH:40][C:36]=4[C:37]([OH:39])=O)[CH:30]=[CH:31][CH:32]=2)=[CH:6][N:5]=1)=[CH:15][CH:14]=[C:13]([NH:17][C:18]([O:20][CH2:21][CH2:22][Si:23]([CH3:26])([CH3:25])[CH3:24])=[O:19])[CH:12]=3)(=[O:3])[NH2:2].CCN(C(C)C)C(C)C.CN1CCOCC1.F[P-](F)(F)(F)(F)F.N1(O[P+](N(C)C)(N(C)C)N(C)C)C2C=CC=CC=2N=N1. Product: [C:1]([C:4]1[C:9]2[NH:10][C:11]3[C:16]([C:8]=2[C:7]([C:27]2[CH:32]=[CH:31][CH:30]=[C:29]([N:33]4[CH2:34][C:35]5[C:36](=[CH:40][C:41]([Cl:44])=[CH:42][CH:43]=5)[C:37]4=[O:39])[C:28]=2[CH3:45])=[CH:6][N:5]=1)=[CH:15][CH:14]=[C:13]([NH:17][C:18](=[O:19])[O:20][CH2:21][CH2:22][Si:23]([CH3:26])([CH3:25])[CH3:24])[CH:12]=3)(=[O:3])[NH2:2]. The catalyst class is: 31. (5) Reactant: CC(C)([O-])C.[Na+].C1C=CC(P(C2C=CC3C(=CC=CC=3)C=2C2C3C(=CC=CC=3)C=CC=2P(C2C=CC=CC=2)C2C=CC=CC=2)C2C=CC=CC=2)=CC=1.[NH2:53][C:54]1[N:59]=[C:58]([C:60]2[N:64]3[CH:65]=[CH:66][CH:67]=[CH:68][C:63]3=[N:62][CH:61]=2)[CH:57]=[CH:56][N:55]=1.Br[C:70]1[CH:89]=[CH:88][C:73]([C:74]([C:76]2[CH:81]=[CH:80][C:79]([N:82]3[CH2:87][CH2:86][O:85][CH2:84][CH2:83]3)=[CH:78][CH:77]=2)=[O:75])=[CH:72][CH:71]=1. Product: [O:85]1[CH2:84][CH2:83][N:82]([C:79]2[CH:78]=[CH:77][C:76]([C:74]([C:73]3[CH:88]=[CH:89][C:70]([NH:53][C:54]4[N:59]=[C:58]([C:60]5[N:64]6[CH:65]=[CH:66][CH:67]=[CH:68][C:63]6=[N:62][CH:61]=5)[CH:57]=[CH:56][N:55]=4)=[CH:71][CH:72]=3)=[O:75])=[CH:81][CH:80]=2)[CH2:87][CH2:86]1. The catalyst class is: 164. (6) Reactant: [Cl-].[Cl:2][C:3]1[CH:8]=[CH:7][NH+:6]=[C:5]([CH2:9]Cl)[C:4]=1[O:11][CH3:12].[F:13][CH:14]([F:26])[O:15][C:16]1[CH:25]=[CH:24][C:19]2[NH:20][C:21]([SH:23])=[N:22][C:18]=2[CH:17]=1.C1(C)C=CC=CC=1.[OH-].[Na+]. Product: [OH2:11].[F:26][CH:14]([F:13])[O:15][C:16]1[CH:25]=[CH:24][C:19]2[NH:20][C:21]([S:23][CH2:9][C:5]3[C:4]([O:11][CH3:12])=[C:3]([Cl:2])[CH:8]=[CH:7][N:6]=3)=[N:22][C:18]=2[CH:17]=1. The catalyst class is: 6. (7) The catalyst class is: 1. Reactant: [Cl:1][C:2]1[C:3]([O:12][CH2:13][CH2:14][N:15]2[CH:32]=[C:18]3[C:19]([C:23](OC4C=CC=CC=4)=[O:24])=[N:20][CH:21]=[CH:22][C:17]3=[N:16]2)=[N:4][CH:5]=[C:6]([C:8]([F:11])([F:10])[F:9])[CH:7]=1.[CH3:33][NH2:34]. Product: [Cl:1][C:2]1[C:3]([O:12][CH2:13][CH2:14][N:15]2[CH:32]=[C:18]3[C:19]([C:23]([NH:34][CH3:33])=[O:24])=[N:20][CH:21]=[CH:22][C:17]3=[N:16]2)=[N:4][CH:5]=[C:6]([C:8]([F:10])([F:9])[F:11])[CH:7]=1. (8) Reactant: [C:1]([C:4]1[CH:9]=[CH:8][C:7]([N:10]2[C:15](=[O:16])[C:14]([CH2:17][C:18]3[CH:23]=[CH:22][C:21]([C:24]4[C:25]([C:30]#[N:31])=[CH:26][CH:27]=[CH:28][CH:29]=4)=[CH:20][CH:19]=3)=[C:13]([CH2:32][CH2:33][CH3:34])[N:12]=[C:11]2[CH3:35])=[CH:6][CH:5]=1)(=[O:3])[CH3:2].C(OCC)(=O)C.O. Product: [OH:3][CH:1]([C:4]1[CH:9]=[CH:8][C:7]([N:10]2[C:15](=[O:16])[C:14]([CH2:17][C:18]3[CH:23]=[CH:22][C:21]([C:24]4[C:25]([C:30]#[N:31])=[CH:26][CH:27]=[CH:28][CH:29]=4)=[CH:20][CH:19]=3)=[C:13]([CH2:32][CH2:33][CH3:34])[N:12]=[C:11]2[CH3:35])=[CH:6][CH:5]=1)[CH3:2]. The catalyst class is: 5. (9) Reactant: [OH:1][CH2:2][C:3]1[CH:4]=[CH:5][C:6]([NH:9][C:10]2[N:11]=[C:12]3[C:18]([C:19](=[O:24])[C:20]([CH3:23])([CH3:22])[CH3:21])=[CH:17][N:16]([CH2:25][O:26][CH2:27][CH2:28][Si:29]([CH3:32])([CH3:31])[CH3:30])[C:13]3=[N:14][CH:15]=2)=[N:7][CH:8]=1. Product: [C:19]([C:18]1[C:12]2[C:13](=[N:14][CH:15]=[C:10]([NH:9][C:6]3[CH:5]=[CH:4][C:3]([CH:2]=[O:1])=[CH:8][N:7]=3)[N:11]=2)[N:16]([CH2:25][O:26][CH2:27][CH2:28][Si:29]([CH3:30])([CH3:32])[CH3:31])[CH:17]=1)(=[O:24])[C:20]([CH3:23])([CH3:22])[CH3:21]. The catalyst class is: 177.